This data is from Catalyst prediction with 721,799 reactions and 888 catalyst types from USPTO. The task is: Predict which catalyst facilitates the given reaction. (1) Reactant: C([O:3][C:4](=[O:37])[C:5]([CH3:36])([O:7][C:8]1[CH:13]=[CH:12][C:11]([O:14][CH2:15][CH2:16][C:17]2[N:18]=[C:19]([C:23]3[CH:24]=[C:25]([C:29]4[CH:34]=[CH:33][C:32]([F:35])=[CH:31][CH:30]=4)[CH:26]=[CH:27][CH:28]=3)[O:20][C:21]=2[CH3:22])=[CH:10][CH:9]=1)[CH3:6])C.[OH-].[Na+]. Product: [F:35][C:32]1[CH:31]=[CH:30][C:29]([C:25]2[CH:26]=[CH:27][CH:28]=[C:23]([C:19]3[O:20][C:21]([CH3:22])=[C:17]([CH2:16][CH2:15][O:14][C:11]4[CH:10]=[CH:9][C:8]([O:7][C:5]([CH3:36])([CH3:6])[C:4]([OH:37])=[O:3])=[CH:13][CH:12]=4)[N:18]=3)[CH:24]=2)=[CH:34][CH:33]=1. The catalyst class is: 5. (2) The catalyst class is: 5. Reactant: [OH:1][CH2:2][C@@H:3]1[N:8]([C:9]([O:11][CH2:12][C:13]2[CH:18]=[CH:17][CH:16]=[CH:15][CH:14]=2)=[O:10])[CH2:7][C@@H:6]([C:19]([O:21][CH3:22])=[O:20])[CH2:5][CH2:4]1.C(=O)=O. Product: [OH:1][CH2:2][C@H:3]1[N:8]([C:9]([O:11][CH2:12][C:13]2[CH:18]=[CH:17][CH:16]=[CH:15][CH:14]=2)=[O:10])[CH2:7][C@@H:6]([C:19]([O:21][CH3:22])=[O:20])[CH2:5][CH2:4]1.[OH:1][CH2:2][C@@H:3]1[N:8]([C:9]([O:11][CH2:12][C:13]2[CH:18]=[CH:17][CH:16]=[CH:15][CH:14]=2)=[O:10])[CH2:7][C@H:6]([C:19]([O:21][CH3:22])=[O:20])[CH2:5][CH2:4]1. (3) Reactant: C([O-])(O)=O.[Na+].[CH3:6][O:7][C:8]1[CH:13]=[C:12]([O:14][CH3:15])[CH:11]=[C:10]([CH:16]=[CH:17][C:18]2[CH:23]=[CH:22][C:21]([O:24][CH3:25])=[CH:20][CH:19]=2)[C:9]=1[CH:26]([C:28]1[CH:33]=[C:32]([O:34][CH3:35])[CH:31]=[C:30]([O:36][CH3:37])[CH:29]=1)[OH:27]. Product: [CH3:37][O:36][C:30]1[CH:29]=[C:28]([CH:26]2[C:9]3[C:10](=[CH:11][C:12]([O:14][CH3:15])=[CH:13][C:8]=3[O:7][CH3:6])/[C:16](=[CH:17]/[C:18]3[CH:23]=[CH:22][C:21]([O:24][CH3:25])=[CH:20][CH:19]=3)/[O:27]2)[CH:33]=[C:32]([O:34][CH3:35])[CH:31]=1. The catalyst class is: 2. (4) The catalyst class is: 178. Reactant: [CH2:1]([N:3]([CH2:21][CH3:22])[C:4]([CH:6]1[CH2:10][CH2:9][N:8](C(OCC2C=CC=CC=2)=O)[CH2:7]1)=[O:5])[CH3:2].C(OCC)(=O)C. Product: [CH2:21]([N:3]([CH2:1][CH3:2])[C:4]([CH:6]1[CH2:10][CH2:9][NH:8][CH2:7]1)=[O:5])[CH3:22]. (5) Reactant: [CH3:1][O:2][C:3]1[CH:4]=[C:5]([CH:7]=[C:8]([O:12][CH3:13])[C:9]=1[O:10][CH3:11])[NH2:6].[C:14]([CH2:16][C:17](O)=[O:18])#[N:15].C(N=C=NC(C)C)(C)C. Product: [C:14]([CH2:16][C:17]([NH:6][C:5]1[CH:7]=[C:8]([O:12][CH3:13])[C:9]([O:10][CH3:11])=[C:3]([O:2][CH3:1])[CH:4]=1)=[O:18])#[N:15]. The catalyst class is: 7.